Dataset: Full USPTO retrosynthesis dataset with 1.9M reactions from patents (1976-2016). Task: Predict the reactants needed to synthesize the given product. (1) Given the product [C:22]([N:15]([C:16]1[N:17]=[CH:18][CH:19]=[CH:20][N:21]=1)[C:9]1[S:10][C:11]([C:12]([O:14][C:22]([CH3:25])([CH3:24])[CH3:23])=[O:13])=[C:7]([C:2]2[CH:3]=[CH:4][CH:5]=[CH:6][N:1]=2)[N:8]=1)([CH3:25])([CH3:24])[CH3:23], predict the reactants needed to synthesize it. The reactants are: [N:1]1[CH:6]=[CH:5][CH:4]=[CH:3][C:2]=1[C:7]1[N:8]=[C:9]([NH:15][C:16]2[N:21]=[CH:20][CH:19]=[CH:18][N:17]=2)[S:10][C:11]=1[C:12]([OH:14])=[O:13].[C:22](OC(O[C:22]([CH3:25])([CH3:24])[CH3:23])N(C)C)([CH3:25])([CH3:24])[CH3:23]. (2) Given the product [NH2:1][C@H:2]1[C:7]([F:9])([F:8])[CH2:6][CH2:5][CH2:4][C@H:3]1[NH:10][C:11]1[N:12]=[C:13]([NH:20][C:21]2[CH:22]=[C:23]3[C:28](=[CH:29][CH:30]=2)[NH:27][C:26](=[O:31])[CH2:25][CH2:24]3)[C:14]([C:17]#[N:18])=[N:15][CH:16]=1, predict the reactants needed to synthesize it. The reactants are: [NH2:1][C@H:2]1[C:7]([F:9])([F:8])[CH2:6][CH2:5][CH2:4][C@H:3]1[NH:10][C:11]1[N:12]=[C:13](Cl)[C:14]([C:17]#[N:18])=[N:15][CH:16]=1.[NH2:20][C:21]1[CH:22]=[C:23]2[C:28](=[CH:29][CH:30]=1)[NH:27][C:26](=[O:31])[CH2:25][CH2:24]2.C([O-])([O-])=O.[K+].[K+].C1C=CC(P(C2C(C3C(P(C4C=CC=CC=4)C4C=CC=CC=4)=CC=C4C=3C=CC=C4)=C3C(C=CC=C3)=CC=2)C2C=CC=CC=2)=CC=1. (3) Given the product [O:16]([C:9]1[C:8]2[C:13](=[CH:14][CH:15]=[C:6]([CH:5]=[CH:4][CH2:3][OH:2])[CH:7]=2)[N:12]=[CH:11][N:10]=1)[C:17]1[CH:18]=[CH:19][CH:20]=[CH:21][CH:22]=1, predict the reactants needed to synthesize it. The reactants are: C[O:2][C:3](=O)[CH:4]=[CH:5][C:6]1[CH:7]=[C:8]2[C:13](=[CH:14][CH:15]=1)[N:12]=[CH:11][N:10]=[C:9]2[O:16][C:17]1[CH:22]=[CH:21][CH:20]=[CH:19][CH:18]=1.CC(C[AlH]CC(C)C)C. (4) Given the product [Br:1][C:2]1[C:3]([C:7]2[CH:8]=[CH:9][C:10]([N+:13]([O-:15])=[O:14])=[CH:11][CH:12]=2)=[N:4][N:5]([CH2:19][CH3:20])[CH:6]=1, predict the reactants needed to synthesize it. The reactants are: [Br:1][C:2]1[C:3]([C:7]2[CH:12]=[CH:11][C:10]([N+:13]([O-:15])=[O:14])=[CH:9][CH:8]=2)=[N:4][NH:5][CH:6]=1.[H-].[Na+].I[CH2:19][CH3:20]. (5) Given the product [C:1]([O:5][C:6](=[O:34])[NH:7][C:8]1([C:12]2[CH:17]=[CH:16][C:15]([C:18]3[C:23]([C:24]4[CH:29]=[CH:28][CH:27]=[CH:26][CH:25]=4)=[CH:22][N:21]4[N:30]=[C:31]([C:39]5[CH:38]=[N:37][N:36]([CH3:35])[CH:40]=5)[N:32]=[C:20]4[N:19]=3)=[CH:14][CH:13]=2)[CH2:11][CH2:10][CH2:9]1)([CH3:4])([CH3:3])[CH3:2], predict the reactants needed to synthesize it. The reactants are: [C:1]([O:5][C:6](=[O:34])[NH:7][C:8]1([C:12]2[CH:17]=[CH:16][C:15]([C:18]3[C:23]([C:24]4[CH:29]=[CH:28][CH:27]=[CH:26][CH:25]=4)=[CH:22][N:21]4[N:30]=[C:31](Br)[N:32]=[C:20]4[N:19]=3)=[CH:14][CH:13]=2)[CH2:11][CH2:10][CH2:9]1)([CH3:4])([CH3:3])[CH3:2].[CH3:35][N:36]1[CH:40]=[C:39](B2OC(C)(C)C(C)(C)O2)[CH:38]=[N:37]1.C(=O)([O-])[O-].[Na+].[Na+].COCCOC. (6) Given the product [OH:47][NH:46][C:4](=[O:3])[CH2:5][CH2:6][CH2:7][CH2:8][CH2:9][C:34]([C:25]1[CH:26]=[CH:27][C:28]2[C:33](=[CH:32][CH:31]=[CH:30][CH:29]=2)[CH:24]=1)=[O:35], predict the reactants needed to synthesize it. The reactants are: C([O:3][C:4](=O)[CH2:5][CH2:6][CH2:7][CH2:8][CH2:9]I)C.C(OC(=O)CCCCCCI)C.[CH:24]1[C:33]2[C:28](=[CH:29][CH:30]=[CH:31][CH:32]=2)[CH:27]=[CH:26][C:25]=1[C:34](Cl)=[O:35].C(Cl)(=O)C1C=CC=CC=1.[NH2:46][OH:47].Cl.